From a dataset of Full USPTO retrosynthesis dataset with 1.9M reactions from patents (1976-2016). Predict the reactants needed to synthesize the given product. Given the product [F:16][C:17]1[CH:23]=[CH:22][CH:21]=[CH:20][C:18]=1[N:19]1[C:8](=[O:10])[C:7]2[C:6](=[CH:14][CH:13]=[CH:12][C:11]=2[CH3:15])[N:5]=[C:26]1[CH:25]([C:32]1[N:40]=[CH:39][N:38]=[C:37]2[C:33]=1[N:34]=[CH:35][NH:36]2)[SH:1], predict the reactants needed to synthesize it. The reactants are: [S:1](Cl)(Cl)=O.[NH2:5][C:6]1[CH:14]=[CH:13][CH:12]=[C:11]([CH3:15])[C:7]=1[C:8]([OH:10])=O.[F:16][C:17]1[CH:23]=[CH:22][CH:21]=[CH:20][C:18]=1[NH2:19].Cl[CH2:25][C:26](Cl)=O.[Cl-].O.S[C:32]1[N:40]=[CH:39][N:38]=[C:37]2[C:33]=1[NH:34][CH:35]=[N:36]2.C([O-])([O-])=O.[K+].[K+].